Dataset: Full USPTO retrosynthesis dataset with 1.9M reactions from patents (1976-2016). Task: Predict the reactants needed to synthesize the given product. (1) Given the product [C:1]([C:5]1[CH:6]=[CH:7][C:8]([NH:9][C:17]([NH:16][CH2:15][CH2:14][CH2:13][Cl:12])=[O:18])=[CH:10][CH:11]=1)([CH3:4])([CH3:2])[CH3:3], predict the reactants needed to synthesize it. The reactants are: [C:1]([C:5]1[CH:11]=[CH:10][C:8]([NH2:9])=[CH:7][CH:6]=1)([CH3:4])([CH3:3])[CH3:2].[Cl:12][CH2:13][CH2:14][CH2:15][N:16]=[C:17]=[O:18]. (2) Given the product [Br:1][C:2]1[CH:7]=[CH:6][C:5]([C:8]([N:10]2[CH2:14][CH2:13][C@H:12]([NH:23][CH:21]([CH3:22])[CH3:20])[CH2:11]2)=[O:9])=[CH:4][CH:3]=1, predict the reactants needed to synthesize it. The reactants are: [Br:1][C:2]1[CH:7]=[CH:6][C:5]([C:8]([N:10]2[CH2:14][CH2:13][C@@H:12](OS(C)(=O)=O)[CH2:11]2)=[O:9])=[CH:4][CH:3]=1.[CH3:20][CH:21]([NH2:23])[CH3:22]. (3) Given the product [C:1]([C:9]1[CH:10]=[CH:11][C:12]([C:15]2[N:20]=[CH:19][N:18]=[C:17]([NH:21][C@H:22]([C:30]([OH:32])=[O:31])[CH2:23][C:24]3[CH:29]=[CH:28][CH:27]=[CH:26][CH:25]=3)[CH:16]=2)=[CH:13][CH:14]=1)(=[O:8])[C:2]1[CH:7]=[CH:6][CH:5]=[CH:4][CH:3]=1, predict the reactants needed to synthesize it. The reactants are: [C:1]([C:9]1[CH:14]=[CH:13][C:12]([C:15]2[N:20]=[CH:19][N:18]=[C:17]([NH:21][C@H:22]([C:30]([O:32]C)=[O:31])[CH2:23][C:24]3[CH:29]=[CH:28][CH:27]=[CH:26][CH:25]=3)[CH:16]=2)=[CH:11][CH:10]=1)(=[O:8])[C:2]1[CH:7]=[CH:6][CH:5]=[CH:4][CH:3]=1.[OH-].[Na+].Cl. (4) Given the product [CH:11]1([N:7]2[C:3]([C:4](=[O:6])[CH3:5])=[CH:2][N:1]=[C:8]2[CH3:9])[CH2:15][CH2:14][CH2:13][CH2:12]1, predict the reactants needed to synthesize it. The reactants are: [NH2:1]/[CH:2]=[C:3](/[N:7]([CH:11]1[CH2:15][CH2:14][CH2:13][CH2:12]1)[C:8](=O)[CH3:9])\[C:4](=[O:6])[CH3:5].[OH-].[Na+].[NH4+].[Cl-]. (5) Given the product [Cl:1][C:2]1[CH:8]=[C:6]([NH2:7])[C:5]([NH2:9])=[CH:4][C:3]=1[C:12]1[CH:17]=[CH:16][C:15]([C:18]([F:21])([F:19])[F:20])=[CH:14][C:13]=1[Cl:22], predict the reactants needed to synthesize it. The reactants are: [Cl:1][C:2]1[C:3]([C:12]2[CH:17]=[CH:16][C:15]([C:18]([F:21])([F:20])[F:19])=[CH:14][C:13]=2[Cl:22])=[CH:4][C:5]([N+:9]([O-])=O)=[C:6]([CH:8]=1)[NH2:7].Cl. (6) Given the product [NH2:1][C:2]1[N:3]([CH3:22])[C:4](=[O:21])[C:5]2[C:10]([C:11]3[C:16]([CH3:17])=[CH:15][C:14]([CH3:18])=[CH:13][C:12]=3[CH3:19])=[CH:9][N:8]([CH3:20])[C:6]=2[N:7]=1, predict the reactants needed to synthesize it. The reactants are: [NH2:1][C:2]1[NH:3][C:4](=[O:21])[C:5]2[C:10]([C:11]3[C:16]([CH3:17])=[CH:15][C:14]([CH3:18])=[CH:13][C:12]=3[CH3:19])=[CH:9][N:8]([CH3:20])[C:6]=2[N:7]=1.[CH3:22]N(C)C=O.[H-].[Na+].CI. (7) Given the product [CH:23]1([N:22]2[C:21]3[CH:29]=[CH:30][C:31]([C:33]([OH:35])=[O:34])=[CH:32][C:20]=3[N:19]=[C:18]2[C:13]2[CH:14]=[C:15]3[C:10](=[CH:11][CH:12]=2)[N:9]=[C:8]([C:6]2[CH:5]=[CH:4][C:3]4[CH2:44][CH2:43][CH2:42][CH2:40][C:2]=4[CH:7]=2)[CH:17]=[CH:16]3)[CH2:24][CH2:25][CH2:26][CH2:27][CH2:28]1, predict the reactants needed to synthesize it. The reactants are: Br[C:2]1[CH:3]=[CH:4][C:5](O)=[C:6]([C:8]2[CH:17]=[CH:16][C:15]3[C:10](=[CH:11][CH:12]=[C:13]([C:18]4[N:22]([CH:23]5[CH2:28][CH2:27][CH2:26][CH2:25][CH2:24]5)[C:21]5[CH:29]=[CH:30][C:31]([C:33]([OH:35])=[O:34])=[CH:32][C:20]=5[N:19]=4)[CH:14]=3)[N:9]=2)[CH:7]=1.C(O[C:40]([C:42]1C=CC2N(C3CCCCC3)[C:40]([C:42]3C=CC(N)=[C:44](C=O)[CH:43]=3)=N[C:44]=2[CH:43]=1)=O)C.C1C2CCCCC=2C=CC=1C(=O)C.[OH-].[K+]. (8) Given the product [CH3:18][O:13][CH:3]1[C:2]([CH3:14])([CH3:1])[C:11]2[C:6](=[CH:7][CH:8]=[CH:9][CH:10]=2)[C:5](=[O:12])[NH:4]1, predict the reactants needed to synthesize it. The reactants are: [CH3:1][C:2]1([CH3:14])[C:11]2[C:6](=[CH:7][CH:8]=[CH:9][CH:10]=2)[C:5](=[O:12])[NH:4][C:3]1=[O:13].B.[Na].Cl.[CH3:18]O. (9) Given the product [OH:13][CH2:12][C:11]([NH:10][C:8](=[O:9])[C:7]1[CH:25]=[C:3]([C:1]#[C:2][C:36]2[CH:37]=[CH:32][CH:33]=[C:34]([C:38]3[NH:42][N:41]=[N:40][N:39]=3)[CH:35]=2)[CH:4]=[CH:5][C:6]=1[O:26][C:27]([F:30])([F:28])[F:29])([CH2:15][C:16]1[C:24]2[C:19](=[CH:20][CH:21]=[CH:22][CH:23]=2)[NH:18][CH:17]=1)[CH3:14], predict the reactants needed to synthesize it. The reactants are: [C:1]([C:3]1[CH:4]=[CH:5][C:6]([O:26][C:27]([F:30])([F:29])[F:28])=[C:7]([CH:25]=1)[C:8]([NH:10][C:11]([CH2:15][C:16]1[C:24]2[C:19](=[CH:20][CH:21]=[CH:22][CH:23]=2)[NH:18][CH:17]=1)([CH3:14])[CH2:12][OH:13])=[O:9])#[CH:2].Br[C:32]1[CH:33]=[C:34]([C:38]2[NH:42][N:41]=[N:40][N:39]=2)[CH:35]=[CH:36][CH:37]=1.CCCC[N+](CCCC)(CCCC)CCCC.[F-].